The task is: Predict the product of the given reaction.. This data is from Forward reaction prediction with 1.9M reactions from USPTO patents (1976-2016). (1) The product is: [C:1]1([C:7]2[C:11]3[CH:12]=[CH:13][C:14]([O:19][CH:20]([CH2:24][CH2:25][CH3:26])[CH2:21][CH2:22][O:23][S:28]([CH3:27])(=[O:30])=[O:29])=[C:15]([CH2:16][CH2:17][CH3:18])[C:10]=3[O:9][N:8]=2)[CH:2]=[CH:3][CH:4]=[CH:5][CH:6]=1. Given the reactants [C:1]1([C:7]2[C:11]3[CH:12]=[CH:13][C:14]([O:19][CH:20]([CH2:24][CH2:25][CH3:26])[CH2:21][CH2:22][OH:23])=[C:15]([CH2:16][CH2:17][CH3:18])[C:10]=3[O:9][N:8]=2)[CH:6]=[CH:5][CH:4]=[CH:3][CH:2]=1.[CH3:27][S:28](Cl)(=[O:30])=[O:29], predict the reaction product. (2) Given the reactants C([C@H]1COC(C2C=CC=C(C3OC[C@H](C(C)C)N=3)N=2)=N1)(C)C.[CH3:23][O:24][C:25]1[CH:30]=[CH:29][C:28]([C:31]([C:68]2[CH:73]=[CH:72][C:71]([O:74][CH3:75])=[CH:70][CH:69]=2)([C:62]2[CH:67]=[CH:66][CH:65]=[CH:64][CH:63]=2)[O:32][CH2:33][C@H:34]2[O:38][C@@H:37]([N:39]3[C:59]4[N:58]=[C:46]([NH:47][C:48](=[O:57])[CH2:49][O:50][C:51]5[CH:56]=[CH:55][CH:54]=[CH:53][CH:52]=5)[NH:45][C:43](=[O:44])[C:42]=4[N:41]=[CH:40]3)[C@H:36]([OH:60])[C@@H:35]2[OH:61])=[CH:27][CH:26]=1.[C:76]1([N:82]=[C:83]=[O:84])[CH:81]=[CH:80][CH:79]=[CH:78][CH:77]=1.C([O-])([O-])=O.[K+].[K+].COC1C=CC(C(C2C=CC(OC)=CC=2)(C2C=CC=CC=2)OC[C@H]2O[C@@H](N3C4N=C(NC(=O)COC5C=CC=CC=5)NC(=O)C=4N=C3)[C@H](OC(=O)NC3C=CC=CC=3)[C@@H]2O)=CC=1, predict the reaction product. The product is: [CH3:75][O:74][C:71]1[CH:70]=[CH:69][C:68]([C:31]([C:28]2[CH:27]=[CH:26][C:25]([O:24][CH3:23])=[CH:30][CH:29]=2)([C:62]2[CH:63]=[CH:64][CH:65]=[CH:66][CH:67]=2)[O:32][CH2:33][C@H:34]2[O:38][C@@H:37]([N:39]3[C:59]4[N:58]=[C:46]([NH:47][C:48](=[O:57])[CH2:49][O:50][C:51]5[CH:56]=[CH:55][CH:54]=[CH:53][CH:52]=5)[NH:45][C:43](=[O:44])[C:42]=4[N:41]=[CH:40]3)[C@H:36]([OH:60])[C@@H:35]2[O:61][C:83](=[O:84])[NH:82][C:76]2[CH:81]=[CH:80][CH:79]=[CH:78][CH:77]=2)=[CH:73][CH:72]=1. (3) Given the reactants [C:1]([C:4]1[CH:12]=[CH:11][C:7]([C:8]([OH:10])=O)=[CH:6][CH:5]=1)(=[O:3])[CH3:2].[CH3:13][O:14][C:15]1[CH:20]=[CH:19][C:18]([NH2:21])=[CH:17][CH:16]=1.CCN=C=NCCCN(C)C.CCCCCC, predict the reaction product. The product is: [C:1]([C:4]1[CH:5]=[CH:6][C:7]([C:8]([NH:21][C:18]2[CH:19]=[CH:20][C:15]([O:14][CH3:13])=[CH:16][CH:17]=2)=[O:10])=[CH:11][CH:12]=1)(=[O:3])[CH3:2]. (4) Given the reactants C([O:3][C:4](=O)[CH2:5][CH2:6][CH2:7][N:8]([CH2:16][C:17]1[CH:22]=[CH:21][CH:20]=[CH:19][CH:18]=1)[CH2:9][C:10]1[CH:15]=[CH:14][CH:13]=[CH:12][CH:11]=1)C.[H-].C([Al+]CC(C)C)C(C)C.O, predict the reaction product. The product is: [CH2:16]([N:8]([CH2:9][C:10]1[CH:11]=[CH:12][CH:13]=[CH:14][CH:15]=1)[CH2:7][CH2:6][CH2:5][CH:4]=[O:3])[C:17]1[CH:22]=[CH:21][CH:20]=[CH:19][CH:18]=1.